From a dataset of hERG potassium channel inhibition data for cardiac toxicity prediction from Karim et al.. Regression/Classification. Given a drug SMILES string, predict its toxicity properties. Task type varies by dataset: regression for continuous values (e.g., LD50, hERG inhibition percentage) or binary classification for toxic/non-toxic outcomes (e.g., AMES mutagenicity, cardiotoxicity, hepatotoxicity). Dataset: herg_karim. (1) The drug is O=C(C1CNCCC1(O)c1ccc(F)c(F)c1)N(Cc1cn(Cc2ncco2)c2cccc(F)c12)C1CC1. The result is 1 (blocker). (2) The drug is CCOc1cc2ncc(C(N)=O)c(Nc3ccc(F)cc3F)c2cc1N1CCN(C2CC2)CC1. The result is 0 (non-blocker). (3) The molecule is FC(F)(F)c1ccc2c(Nc3ccc(Cl)nc3)n[nH]c2c1. The result is 0 (non-blocker). (4) The drug is NC1=NC2(CO1)c1cc(-c3cc(Cl)cnc3F)ccc1OCC21CC1. The result is 1 (blocker). (5) The result is 1 (blocker). The drug is CN(C)Cc1ccccc1Oc1ccc(Cl)c(Cl)c1. (6) The molecule is COc1ccc2ncc(F)c(CC[C@]34CC[C@](NCc5ccc6c(n5)NC(=O)[C@H](C)O6)(CC3)CO4)c2n1. The result is 1 (blocker). (7) The drug is Fc1ccc(C(c2ccc(F)cc2)N2CCNCC2)cc1. The result is 1 (blocker). (8) The molecule is Cc1cccnc1CN1CCC2(CC1)C(=O)N(c1ccc(-c3ccc(C(=O)O)cc3)cc1)C(=O)N2c1cc(O)ncn1. The result is 0 (non-blocker).